Predict the reactants needed to synthesize the given product. From a dataset of Full USPTO retrosynthesis dataset with 1.9M reactions from patents (1976-2016). Given the product [CH3:42][S:43]([O:30][CH2:29][C:26]1([CH3:28])[CH2:25][C:24]2[C:31]([CH3:32])=[C:20]([N:17]3[CH2:16][CH2:15][N:14]([C:11]4[CH:10]=[CH:9][C:8]([O:7][CH3:6])=[CH:13][CH:12]=4)[CH2:19][CH2:18]3)[C:21]([CH3:34])=[C:22]([CH3:33])[C:23]=2[O:27]1)(=[O:45])=[O:44], predict the reactants needed to synthesize it. The reactants are: C1COCC1.[CH3:6][O:7][C:8]1[CH:13]=[CH:12][C:11]([N:14]2[CH2:19][CH2:18][N:17]([C:20]3[C:21]([CH3:34])=[C:22]([CH3:33])[C:23]4[O:27][C:26]([CH2:29][OH:30])([CH3:28])[CH2:25][C:24]=4[C:31]=3[CH3:32])[CH2:16][CH2:15]2)=[CH:10][CH:9]=1.C(N(CC)CC)C.[CH3:42][S:43](Cl)(=[O:45])=[O:44].